This data is from Peptide-MHC class II binding affinity with 134,281 pairs from IEDB. The task is: Regression. Given a peptide amino acid sequence and an MHC pseudo amino acid sequence, predict their binding affinity value. This is MHC class II binding data. (1) The peptide sequence is ASEGAVDIINRWQVV. The MHC is HLA-DPA10103-DPB10201 with pseudo-sequence HLA-DPA10103-DPB10201. The binding affinity (normalized) is 0.607. (2) The binding affinity (normalized) is 0.846. The peptide sequence is EKKYFACTQFEPLAA. The MHC is HLA-DPA10201-DPB10501 with pseudo-sequence HLA-DPA10201-DPB10501. (3) The binding affinity (normalized) is 0.272. The MHC is DRB1_0801 with pseudo-sequence DRB1_0801. The peptide sequence is KKKVPWDQVVMTSLALV. (4) The peptide sequence is RGLKLATALSLSNKF. The MHC is HLA-DPA10201-DPB11401 with pseudo-sequence HLA-DPA10201-DPB11401. The binding affinity (normalized) is 0.518. (5) The peptide sequence is GWYRSPFSRVVHAY. The MHC is H-2-IAb with pseudo-sequence H-2-IAb. The binding affinity (normalized) is 0.543. (6) The peptide sequence is EHGSDEWVAMTKGEGGVWTF. The MHC is DRB1_1101 with pseudo-sequence DRB1_1101. The binding affinity (normalized) is 0.420. (7) The peptide sequence is RQANFLGKIWPSSKGR. The MHC is DRB1_1302 with pseudo-sequence DRB1_1302. The binding affinity (normalized) is 0. (8) The peptide sequence is RGKVVLIDFWAYPCI. The MHC is DRB1_0404 with pseudo-sequence DRB1_0404. The binding affinity (normalized) is 0.411. (9) The peptide sequence is VLGLPAIKAWVAKRP. The MHC is DRB5_0101 with pseudo-sequence DRB5_0101. The binding affinity (normalized) is 0.534. (10) The peptide sequence is IEEAPEMPALYEKKL. The MHC is DRB1_0901 with pseudo-sequence DRB1_0901. The binding affinity (normalized) is 0.257.